Dataset: Forward reaction prediction with 1.9M reactions from USPTO patents (1976-2016). Task: Predict the product of the given reaction. (1) Given the reactants [CH3:1][O:2][C:3]1[CH:21]=[CH:20][C:6]2[NH:7][C:8](=[O:19])[N:9]([CH:12]3[CH2:17][CH2:16][NH:15][CH2:14][CH:13]3[CH3:18])[CH2:10][CH2:11][C:5]=2[CH:4]=1.Cl[C:23]1[N:28]=[CH:27][N:26]=[C:25]([C:29]([C:31]2[CH:41]=[C:40]([CH3:42])[C:34]3[N:35]([CH3:39])[C:36](=[O:38])[O:37][C:33]=3[CH:32]=2)=[O:30])[CH:24]=1.CO, predict the reaction product. The product is: [CH3:39][N:35]1[C:34]2[C:40]([CH3:42])=[CH:41][C:31]([C:29]([C:25]3[N:26]=[CH:27][N:28]=[C:23]([N:15]4[CH2:16][CH2:17][CH:12]([N:9]5[CH2:10][CH2:11][C:5]6[CH:4]=[C:3]([O:2][CH3:1])[CH:21]=[CH:20][C:6]=6[NH:7][C:8]5=[O:19])[CH:13]([CH3:18])[CH2:14]4)[CH:24]=3)=[O:30])=[CH:32][C:33]=2[O:37][C:36]1=[O:38]. (2) The product is: [C:4]1(=[O:5])[C:3]2[CH2:7][CH2:8][CH2:9][CH2:10][C:2]=2[C:1](=[O:6])[NH:14][NH:13]1. Given the reactants [C:1]1(=O)[O:6][C:4](=[O:5])[C:3]2[CH2:7][CH2:8][CH2:9][CH2:10][C:2]1=2.O.[NH2:13][NH2:14].C([O-])(=O)C.[Na+], predict the reaction product.